Task: Predict the reaction yield, written as a fraction of the theoretical maximum amount of product (1.0 means a 100% yield; for example, 0.34 means a 34% yield).. Dataset: Reaction yield outcomes from USPTO patents with 853,638 reactions The reactants are Cl[C:2]1[C:3]2[CH:17]=[CH:16][C:15](=[O:18])[N:14]([C:19]3[C:24]([F:25])=[CH:23][CH:22]=[CH:21][C:20]=3[F:26])[C:4]=2[N:5]=[C:6]([NH:8][CH:9]([CH2:12][OH:13])[CH2:10][OH:11])[N:7]=1.CC1(C)C(C)(C)OB([C:35]2[CH:40]=[CH:39][CH:38]=[CH:37][C:36]=2[OH:41])O1.C([O-])([O-])=O.[K+].[K+]. The catalyst is O1CCOCC1.O.C1C=CC([P]([Pd]([P](C2C=CC=CC=2)(C2C=CC=CC=2)C2C=CC=CC=2)([P](C2C=CC=CC=2)(C2C=CC=CC=2)C2C=CC=CC=2)[P](C2C=CC=CC=2)(C2C=CC=CC=2)C2C=CC=CC=2)(C2C=CC=CC=2)C2C=CC=CC=2)=CC=1. The product is [OH:41][C:36]1[CH:37]=[CH:38][CH:39]=[CH:40][C:35]=1[C:2]1[C:3]2[CH:17]=[CH:16][C:15](=[O:18])[N:14]([C:19]3[C:24]([F:25])=[CH:23][CH:22]=[CH:21][C:20]=3[F:26])[C:4]=2[N:5]=[C:6]([NH:8][CH:9]([CH2:12][OH:13])[CH2:10][OH:11])[N:7]=1. The yield is 0.820.